Predict the product of the given reaction. From a dataset of Forward reaction prediction with 1.9M reactions from USPTO patents (1976-2016). The product is: [O:21]([C:34]1[CH:39]=[C:38]([CH2:40][O:41][C:42](=[O:51])[CH2:43][O:44][C:45]([O:47][CH2:48][CH:49]=[CH2:50])=[O:46])[CH:37]=[CH:36][C:35]=1[CH2:52][C:53]1[CH:58]=[CH:57][C:56]([O:59][CH2:60][CH2:1][CH3:2])=[CH:55][CH:54]=1)[C@@H:22]1[O:30][C@H:29]([C@@H:31]([CH3:33])[OH:32])[C@@H:27]([OH:28])[C@H:25]([OH:26])[C@H:23]1[OH:24]. Given the reactants [CH2:1](OC(OCC(Cl)=O)=O)[CH:2]=C.CC1C=C(C)C=C(C)N=1.[O:21]([C:34]1[CH:39]=[C:38]([CH2:40][O:41][C:42](=[O:51])[CH2:43][O:44][C:45]([O:47][CH2:48][CH:49]=[CH2:50])=[O:46])[CH:37]=[CH:36][C:35]=1[CH2:52][C:53]1[CH:58]=[CH:57][C:56]([O:59][CH3:60])=[CH:55][CH:54]=1)[C@@H:22]1[O:30][C@H:29]([C@@H:31]([CH3:33])[OH:32])[C@@H:27]([OH:28])[C@H:25]([OH:26])[C@H:23]1[OH:24], predict the reaction product.